The task is: Regression/Classification. Given a drug SMILES string, predict its absorption, distribution, metabolism, or excretion properties. Task type varies by dataset: regression for continuous measurements (e.g., permeability, clearance, half-life) or binary classification for categorical outcomes (e.g., BBB penetration, CYP inhibition). Dataset: b3db_classification.. This data is from Blood-brain barrier permeability classification from the B3DB database. (1) The drug is C[C@@H](O)[C@H]1C(=O)N2C(C(=O)O)=C(SC3Cn4cnc[n+]4C3)[C@H](C)[C@H]12. The result is 0 (does not penetrate BBB). (2) The compound is C=CC1=C(C(=O)O)N2C(=O)[C@@H](NC(=O)/C(=N\O)c3csc(N)n3)[C@H]2SC1. The result is 0 (does not penetrate BBB). (3) The compound is C=CCC1([C@@H](C)CC)C(=O)NC(=O)NC1=O. The result is 1 (penetrates BBB). (4) The compound is CNC1(c2ccccc2Cl)CCCCC1=O. The result is 1 (penetrates BBB). (5) The drug is CC1OC(O[C@@H]2C=C3CC[C@@H]4[C@H](CC[C@]5(C)[C@@H](c6ccc(=O)oc6)CC[C@]45O)[C@@]3(C)CC2)C(O)C(O)C1O. The result is 0 (does not penetrate BBB). (6) The drug is C[C@]1(O)CC[C@H]2[C@@H]3CCC4=CC(=O)CC[C@]4(C)[C@H]3CC[C@@]21C. The result is 0 (does not penetrate BBB). (7) The molecule is NC[C@H]1O[C@H](O[C@@H]2[C@@H](N)C[C@@H](N)C(O[C@H]3O[C@H](CO)[C@@H](O)[C@H](N)[C@H]3O)[C@H]2O)[C@H](N)C[C@@H]1O. The result is 0 (does not penetrate BBB). (8) The drug is CC(Cc1ccccc1)NCCn1cnc2c1c(=O)n(C)c(=O)n2C. The result is 1 (penetrates BBB). (9) The drug is CC(Cc1ccc2c(c1)OCO2)NCC(O)c1ccc(O)c(O)c1. The result is 0 (does not penetrate BBB).